This data is from Catalyst prediction with 721,799 reactions and 888 catalyst types from USPTO. The task is: Predict which catalyst facilitates the given reaction. (1) The catalyst class is: 3. Reactant: Cl[C:2]1[N:7]=[C:6]([Cl:8])[N:5]=[CH:4][N:3]=1.CCN(C(C)C)C(C)C.[CH3:18][C:19]1[CH:20]=[C:21]2[C:26](=[CH:27][CH:28]=1)[NH:25][CH2:24][CH2:23][CH2:22]2. Product: [Cl:8][C:6]1[N:5]=[CH:4][N:3]=[C:2]([N:25]2[C:26]3[C:21](=[CH:20][C:19]([CH3:18])=[CH:28][CH:27]=3)[CH2:22][CH2:23][CH2:24]2)[N:7]=1. (2) Reactant: [Br:1]Br.[C:3]([C:6]1[CH:7]=[C:8]([CH:11]=[CH:12][CH:13]=1)[C:9]#[N:10])(=[O:5])[CH3:4]. Product: [Br:1][CH2:4][C:3]([C:6]1[CH:7]=[C:8]([CH:11]=[CH:12][CH:13]=1)[C:9]#[N:10])=[O:5]. The catalyst class is: 27.